This data is from hERG Central: cardiac toxicity at 1µM, 10µM, and general inhibition. The task is: Predict hERG channel inhibition at various concentrations. (1) The molecule is O=C(CSc1ccc(F)cc1)N1CCC(c2nc3ccccc3s2)CC1. Results: hERG_inhib (hERG inhibition (general)): blocker. (2) The drug is CCS(=O)(=O)CCSC(=N)N.Cl. Results: hERG_inhib (hERG inhibition (general)): blocker. (3) The drug is Cc1oc(-c2ccccc2F)nc1CN1CCC(C(=O)NCc2cccs2)CC1. Results: hERG_inhib (hERG inhibition (general)): blocker.